From a dataset of Catalyst prediction with 721,799 reactions and 888 catalyst types from USPTO. Predict which catalyst facilitates the given reaction. (1) Reactant: Br[C:2]1[CH:7]=[C:6]([O:8][CH3:9])[CH:5]=[C:4]([CH3:10])[N:3]=1.[CH2:11]([NH2:14])[CH2:12][NH2:13].C(N(CC)CC)C. Product: [CH3:9][O:8][C:6]1[CH:5]=[C:4]([CH3:10])[N:3]=[C:2]([NH:13][CH2:12][CH2:11][NH2:14])[CH:7]=1. The catalyst class is: 13. (2) Reactant: C([O:3][C:4]([CH:6]1[CH2:11][CH2:10][N:9]([C:12]2[C:21]3[CH:20]=[N:19][C:18]([NH:22][CH2:23][C:24]4[CH:29]=[CH:28][CH:27]=[CH:26][C:25]=4[Cl:30])=[N:17][C:16]=3[CH:15]=[CH:14][N:13]=2)[CH2:8][CH2:7]1)=[O:5])C.[OH-].[Na+]. Product: [Cl:30][C:25]1[CH:26]=[CH:27][CH:28]=[CH:29][C:24]=1[CH2:23][NH:22][C:18]1[N:19]=[CH:20][C:21]2[C:12]([N:9]3[CH2:8][CH2:7][CH:6]([C:4]([OH:5])=[O:3])[CH2:11][CH2:10]3)=[N:13][CH:14]=[CH:15][C:16]=2[N:17]=1. The catalyst class is: 1. (3) Reactant: [C:1]([C:5]1[N:9]([CH2:10][CH:11]2[CH2:16][CH2:15][O:14][CH2:13][CH2:12]2)[C:8]2[CH:17]=[CH:18][C:19]([S:21](Cl)(=[O:23])=[O:22])=[CH:20][C:7]=2[N:6]=1)([CH3:4])([CH3:3])[CH3:2].[CH3:25][NH:26][CH2:27][CH2:28][CH:29]([CH3:31])[CH3:30]. Product: [C:1]([C:5]1[N:9]([CH2:10][CH:11]2[CH2:16][CH2:15][O:14][CH2:13][CH2:12]2)[C:8]2[CH:17]=[CH:18][C:19]([S:21]([N:26]([CH3:25])[CH2:27][CH2:28][CH:29]([CH3:31])[CH3:30])(=[O:23])=[O:22])=[CH:20][C:7]=2[N:6]=1)([CH3:4])([CH3:3])[CH3:2]. The catalyst class is: 649.